This data is from Forward reaction prediction with 1.9M reactions from USPTO patents (1976-2016). The task is: Predict the product of the given reaction. (1) Given the reactants [NH2:1][CH2:2][C:3]1[NH:7][C:6](=[O:8])[C:5]2([CH2:13][CH2:12][N:11]([C:14]([O:16][C:17]([CH3:20])([CH3:19])[CH3:18])=[O:15])[CH2:10][CH2:9]2)[N:4]=1.CCN(CC)CC.[C:28](Cl)(=[O:30])[CH3:29], predict the reaction product. The product is: [C:28]([NH:1][CH2:2][C:3]1[NH:7][C:6](=[O:8])[C:5]2([CH2:13][CH2:12][N:11]([C:14]([O:16][C:17]([CH3:20])([CH3:19])[CH3:18])=[O:15])[CH2:10][CH2:9]2)[N:4]=1)(=[O:30])[CH3:29]. (2) Given the reactants [N+:1]([C:4]1[CH:10]=[C:9]([O:11][C:12]([F:15])([F:14])[F:13])[CH:8]=[CH:7][C:5]=1N)([O-])=O.[C:16]([CH2:18]C(OCC1C=CC=CC=1)=O)#N.C([O-])([O-])=O.[K+].[K+], predict the reaction product. The product is: [F:13][C:12]([F:15])([F:14])[O:11][C:9]1[CH:10]=[C:4]2[C:5]([CH:16]=[CH:18][NH:1]2)=[CH:7][CH:8]=1. (3) Given the reactants [F:1][C:2]1[N:7]=[C:6]([C:8]([O:10][CH3:11])=[O:9])[C:5]([N+:12]([O-])=O)=[N:4][CH:3]=1.[H][H], predict the reaction product. The product is: [NH2:12][C:5]1[C:6]([C:8]([O:10][CH3:11])=[O:9])=[N:7][C:2]([F:1])=[CH:3][N:4]=1. (4) Given the reactants [C:1]([C:5]1[CH:6]=[C:7]2[C:11](=[CH:12][CH:13]=1)[NH:10][C:9](=[O:14])[CH2:8]2)(=[O:4])[CH2:2][CH3:3].[C:15](OC(=O)C)(=[O:17])[CH3:16].[CH3:22][CH2:23][O:24][C:25](OCC)(OCC)[C:26]1[CH:31]=[CH:30][CH:29]=[CH:28][CH:27]=1, predict the reaction product. The product is: [C:15]([N:10]1[C:11]2[C:7](=[CH:6][C:5]([C:1](=[O:4])[CH2:2][CH3:3])=[CH:13][CH:12]=2)[C:8](=[C:25]([O:24][CH2:23][CH3:22])[C:26]2[CH:31]=[CH:30][CH:29]=[CH:28][CH:27]=2)[C:9]1=[O:14])(=[O:17])[CH3:16]. (5) Given the reactants [C:1]([O:5][C:6]([N:8]1[CH2:13][CH2:12][CH:11]([C:14]2[C:23]3[C:18](=[CH:19][C:20](F)=[C:21]([F:24])[CH:22]=3)[N:17]=[CH:16][N:15]=2)[CH2:10][CH2:9]1)=[O:7])([CH3:4])([CH3:3])[CH3:2].[NH:26]1[CH2:31][CH2:30][O:29][CH2:28][CH2:27]1, predict the reaction product. The product is: [C:1]([O:5][C:6]([N:8]1[CH2:13][CH2:12][CH:11]([C:14]2[C:23]3[C:18](=[CH:19][C:20]([N:26]4[CH2:31][CH2:30][O:29][CH2:28][CH2:27]4)=[C:21]([F:24])[CH:22]=3)[N:17]=[CH:16][N:15]=2)[CH2:10][CH2:9]1)=[O:7])([CH3:2])([CH3:3])[CH3:4]. (6) The product is: [NH2:1][C:2]1[N:7]=[C:6]([NH:8][CH2:9][CH2:10][NH:11][C:12]2[CH:17]=[C:16]([C:23]3[CH:22]=[C:21]([Cl:20])[CH:26]=[C:25]([Cl:27])[CH:24]=3)[N:15]=[C:14]([NH2:19])[N:13]=2)[CH:5]=[CH:4][N:3]=1. Given the reactants [NH2:1][C:2]1[N:7]=[C:6]([NH:8][CH2:9][CH2:10][NH:11][C:12]2[CH:17]=[C:16](Cl)[N:15]=[C:14]([NH2:19])[N:13]=2)[CH:5]=[CH:4][N:3]=1.[Cl:20][C:21]1[CH:22]=[C:23](B(O)O)[CH:24]=[C:25]([Cl:27])[CH:26]=1, predict the reaction product. (7) Given the reactants [Cl:1][C:2]1[N:3]=[C:4]([N:12]2[CH2:17][CH2:16][O:15][CH2:14][CH2:13]2)[C:5]2[S:10][C:9]([NH2:11])=[CH:8][C:6]=2[N:7]=1.[C:18]([CH2:22][C:23](Cl)=[O:24])([CH3:21])([CH3:20])[CH3:19], predict the reaction product. The product is: [Cl:1][C:2]1[N:3]=[C:4]([N:12]2[CH2:17][CH2:16][O:15][CH2:14][CH2:13]2)[C:5]2[S:10][C:9]([NH:11][C:23](=[O:24])[CH2:22][C:18]([CH3:21])([CH3:20])[CH3:19])=[CH:8][C:6]=2[N:7]=1. (8) Given the reactants [O:1]=[C:2]1[N:10]([CH2:11][CH2:12][CH3:13])[C:9]2[N:8]=[C:7]([C:14]34[CH2:21][CH2:20][C:17](C=O)([CH2:18][CH2:19]3)[CH2:16][CH2:15]4)[NH:6][C:5]=2[C:4](=[O:24])[NH:3]1.C1(P(=[CH:44][C:45]([O:47][CH3:48])=[O:46])(C2C=CC=CC=2)C2C=CC=CC=2)C=CC=CC=1.[CH2:49]1COCC1, predict the reaction product. The product is: [CH3:48][O:47][C:45](=[O:46])[CH:44]=[CH:49][C:17]12[CH2:16][CH2:15][C:14]([C:7]3[NH:6][C:5]4[C:4](=[O:24])[NH:3][C:2](=[O:1])[N:10]([CH2:11][CH2:12][CH3:13])[C:9]=4[N:8]=3)([CH2:19][CH2:18]1)[CH2:21][CH2:20]2. (9) The product is: [Cl-:46].[Cl-:46].[NH3+:28][CH2:27][C:26]1[CH:25]=[CH:24][C:23]([C:8]2[C:7]([C:1]3[CH:6]=[CH:5][CH:4]=[CH:3][CH:2]=3)=[CH:16][C:15]3[C:10](=[CH:11][CH:12]=[NH+:13][C:14]=3[C:17]3[CH:22]=[CH:21][CH:20]=[CH:19][CH:18]=3)[N:9]=2)=[CH:37][CH:36]=1. Given the reactants [C:1]1([C:7]2[C:8]([C:23]3[CH:37]=[CH:36][C:26]([CH2:27][NH:28]C(=O)OC(C)(C)C)=[CH:25][CH:24]=3)=[N:9][C:10]3[C:15]([CH:16]=2)=[C:14]([C:17]2[CH:22]=[CH:21][CH:20]=[CH:19][CH:18]=2)[N:13]=[CH:12][CH:11]=3)[CH:6]=[CH:5][CH:4]=[CH:3][CH:2]=1.C(O)(C(F)(F)F)=O.C(Cl)[Cl:46], predict the reaction product.